From a dataset of Catalyst prediction with 721,799 reactions and 888 catalyst types from USPTO. Predict which catalyst facilitates the given reaction. (1) Reactant: C([O:8][CH2:9][CH2:10][CH2:11][N:12]([C:29]1[CH:34]=[CH:33][C:32]([NH:35][C:36]([NH:38][C:39]2[CH:44]=[CH:43][CH:42]=[CH:41][CH:40]=2)=[O:37])=[CH:31][CH:30]=1)[S:13]([C:16]1[CH:17]=[C:18]([C:22]2[CH:27]=[CH:26][C:25]([F:28])=[CH:24][CH:23]=2)[CH:19]=[CH:20][CH:21]=1)(=[O:15])=[O:14])C1C=CC=CC=1.[H][H]. Product: [OH:8][CH2:9][CH2:10][CH2:11][N:12]([C:29]1[CH:34]=[CH:33][C:32]([NH:35][C:36]([NH:38][C:39]2[CH:40]=[CH:41][CH:42]=[CH:43][CH:44]=2)=[O:37])=[CH:31][CH:30]=1)[S:13]([C:16]1[CH:17]=[C:18]([C:22]2[CH:27]=[CH:26][C:25]([F:28])=[CH:24][CH:23]=2)[CH:19]=[CH:20][CH:21]=1)(=[O:15])=[O:14]. The catalyst class is: 331. (2) Reactant: [Cl:1][C:2]1[C:7]([C:8]#[N:9])=[CH:6][C:5]([F:10])=[C:4](Cl)[N:3]=1.P([O-])([O-])([O-])=O.[K+].[K+].[K+].[CH2:20]1COC[CH2:21]1. Product: [Cl:1][C:2]1[C:7]([C:8]#[N:9])=[CH:6][C:5]([F:10])=[C:4]([CH2:20][CH3:21])[N:3]=1. The catalyst class is: 140. (3) Reactant: [CH3:1][C:2]1[C@H:8]2[C:9]([CH3:11])([CH3:10])[C@H:6]([CH2:7]2)[C:4](=[O:5])[CH:3]=1.[N:12]1[CH:17]=[CH:16][CH:15]=[CH:14][C:13]=1[CH:18]=O.O(C)[Na].O. Product: [CH3:10][C:9]1([CH3:11])[C@@H:6]2[CH2:7][C@H:8]1[C:2](/[CH:1]=[CH:18]/[C:13]1[CH:14]=[CH:15][CH:16]=[CH:17][N:12]=1)=[CH:3][C:4]2=[O:5]. The catalyst class is: 5. (4) Reactant: [NH2:1][C:2]1[CH:3]=[C:4]([Cl:33])[CH:5]=[C:6]2[C:10]=1[NH:9][C:8]([C:11]([O:13]CC)=O)=[C:7]2[S:16]([N:19]1[CH2:24][CH2:23][O:22][C@H:21]([CH2:25][O:26][C:27]2[CH:32]=[CH:31][CH:30]=[CH:29][CH:28]=2)[CH2:20]1)(=[O:18])=[O:17].[NH3:34]. Product: [NH2:1][C:2]1[CH:3]=[C:4]([Cl:33])[CH:5]=[C:6]2[C:10]=1[NH:9][C:8]([C:11]([NH2:34])=[O:13])=[C:7]2[S:16]([N:19]1[CH2:24][CH2:23][O:22][C@H:21]([CH2:25][O:26][C:27]2[CH:28]=[CH:29][CH:30]=[CH:31][CH:32]=2)[CH2:20]1)(=[O:17])=[O:18]. The catalyst class is: 32.